Dataset: Catalyst prediction with 721,799 reactions and 888 catalyst types from USPTO. Task: Predict which catalyst facilitates the given reaction. Reactant: C([O:3][C:4](=O)[CH2:5][NH:6][C:7]1[CH:12]=[CH:11][CH:10]=[C:9]([Br:13])[C:8]=1[N+:14]([O-])=O)C.CCO. Product: [Br:13][C:9]1[CH:10]=[CH:11][CH:12]=[C:7]2[C:8]=1[NH:14][C:4](=[O:3])[CH2:5][NH:6]2. The catalyst class is: 446.